From a dataset of Forward reaction prediction with 1.9M reactions from USPTO patents (1976-2016). Predict the product of the given reaction. (1) Given the reactants [CH3:1][O:2][C:3]1[C:8]2[CH2:9][CH2:10][CH2:11][CH:12]([NH:14][CH2:15][CH2:16][O:17][CH3:18])[CH2:13][C:7]=2[CH:6]=[CH:5][C:4]=1[NH2:19].Cl[C:21]1[N:26]=[C:25]([NH:27][C@@H:28]2[C@@H:33]3[CH2:34][C@@H:30]([CH:31]=[CH:32]3)[C@@H:29]2[C:35]([NH2:37])=[O:36])[C:24]([Cl:38])=[CH:23][N:22]=1, predict the reaction product. The product is: [Cl:38][C:24]1[C:25]([NH:27][C@@H:28]2[C@@H:33]3[CH2:34][C@@H:30]([CH:31]=[CH:32]3)[C@@H:29]2[C:35]([NH2:37])=[O:36])=[N:26][C:21]([NH:19][C:4]2[CH:5]=[CH:6][C:7]3[CH2:13][CH:12]([NH:14][CH2:15][CH2:16][O:17][CH3:18])[CH2:11][CH2:10][CH2:9][C:8]=3[C:3]=2[O:2][CH3:1])=[N:22][CH:23]=1. (2) Given the reactants [CH3:1][O:2][C:3]1[CH:4]=[C:5]([O:15][C:16]2[CH:17]=[N:18][C:19]([CH2:22][O:23][CH3:24])=[CH:20][CH:21]=2)[CH:6]=[C:7]2[C:11]=1[NH:10][C:9]([C:12](=[S:14])[NH2:13])=[CH:8]2.[C:25]([O:30][CH2:31][CH3:32])(=[O:29])[C:26]#[C:27][CH3:28].C(P(CCCC)CCCC)CCC.O1CCCC1, predict the reaction product. The product is: [CH3:1][O:2][C:3]1[CH:4]=[C:5]([O:15][C:16]2[CH:17]=[N:18][C:19]([CH2:22][O:23][CH3:24])=[CH:20][CH:21]=2)[CH:6]=[C:7]2[C:11]=1[NH:10][C:9]([C:12]1[S:14][CH:27]([CH2:26][C:25]([O:30][CH2:31][CH3:32])=[O:29])[CH2:28][N:13]=1)=[CH:8]2. (3) Given the reactants Br[C:2]1[CH:8]=[CH:7][CH:6]=[CH:5][C:3]=1[NH2:4].[O:9]1[CH:13]=[CH:12][CH:11]=[C:10]1B(O)O.C([O-])([O-])=O.[Na+].[Na+].C([O-])(O)=O.[Na+], predict the reaction product. The product is: [O:9]1[CH:13]=[CH:12][CH:11]=[C:10]1[C:2]1[CH:8]=[CH:7][CH:6]=[CH:5][C:3]=1[NH2:4]. (4) Given the reactants [F:1][C:2]1[CH:3]=[C:4]([N:19]2[CH2:23][C@H:22]([CH2:24][NH:25][C:26](=[O:28])[CH3:27])[O:21][C:20]2=[O:29])[CH:5]=[CH:6][C:7]=1[N:8]1[CH2:13][CH2:12][N:11]([C@@H:14]2[CH2:18][CH2:17][NH:16][CH2:15]2)[CH2:10][CH2:9]1.Cl[C:31]1[N:40]=[C:39]2[C:34]([C:35](=[O:47])[C:36]([C:44]([OH:46])=[O:45])=[CH:37][N:38]2[CH:41]2[CH2:43][CH2:42]2)=[CH:33][C:32]=1[F:48], predict the reaction product. The product is: [C:26]([NH:25][CH2:24][C@@H:22]1[O:21][C:20](=[O:29])[N:19]([C:4]2[CH:5]=[CH:6][C:7]([N:8]3[CH2:13][CH2:12][N:11]([C@@H:14]4[CH2:18][CH2:17][N:16]([C:31]5[N:40]=[C:39]6[C:34]([C:35](=[O:47])[C:36]([C:44]([OH:46])=[O:45])=[CH:37][N:38]6[CH:41]6[CH2:43][CH2:42]6)=[CH:33][C:32]=5[F:48])[CH2:15]4)[CH2:10][CH2:9]3)=[C:2]([F:1])[CH:3]=2)[CH2:23]1)(=[O:28])[CH3:27]. (5) Given the reactants N.Cl.[NH2:3][NH:4][C:5]([NH2:7])=[O:6].[CH3:8][S:9]([OH:12])(=[O:11])=[O:10], predict the reaction product. The product is: [S:9]([OH:12])(=[O:11])(=[O:10])[CH3:8].[NH2:3][NH:4][C:5]([NH2:7])=[O:6]. (6) Given the reactants [CH3:1][S:2]([C:5]1[CH:6]=[C:7]([C:11]2[S:15][C:14]([C:16]3[N:20]([C:21]4[CH:22]=[C:23]([OH:27])[CH:24]=[CH:25][CH:26]=4)[N:19]=[C:18]([C:28]([F:31])([F:30])[F:29])[CH:17]=3)=[CH:13][CH:12]=2)[CH:8]=[CH:9][CH:10]=1)(=[O:4])=[O:3].C[O-].[Na+].Cl[CH2:36][C:37]([N:39]([CH3:41])[CH3:40])=[O:38], predict the reaction product. The product is: [CH3:40][N:39]([CH3:41])[C:37](=[O:38])[CH2:36][O:27][C:23]1[CH:24]=[CH:25][CH:26]=[C:21]([N:20]2[C:16]([C:14]3[S:15][C:11]([C:7]4[CH:8]=[CH:9][CH:10]=[C:5]([S:2]([CH3:1])(=[O:4])=[O:3])[CH:6]=4)=[CH:12][CH:13]=3)=[CH:17][C:18]([C:28]([F:31])([F:29])[F:30])=[N:19]2)[CH:22]=1.